This data is from Full USPTO retrosynthesis dataset with 1.9M reactions from patents (1976-2016). The task is: Predict the reactants needed to synthesize the given product. (1) Given the product [CH3:1][N:2]([CH3:26])[C:3]([C:5]1[CH:17]=[C:16]([OH:18])[C:8]2[N:9]=[C:10]([CH:13]3[CH2:15][CH2:14]3)[N:11]([CH3:12])[C:7]=2[CH:6]=1)=[O:4], predict the reactants needed to synthesize it. The reactants are: [CH3:1][N:2]([CH3:26])[C:3]([C:5]1[CH:17]=[C:16]([O:18]CC2C=CC=CC=2)[C:8]2[N:9]=[C:10]([CH:13]3[CH2:15][CH2:14]3)[N:11]([CH3:12])[C:7]=2[CH:6]=1)=[O:4]. (2) Given the product [CH:17]1([C:14]2[CH:13]=[C:12]([NH:11][C:4]3[C:5]4[CH2:10][CH2:9][CH2:8][C:6]=4[N:7]=[C:2]([N:29]4[CH2:30][CH2:31][CH2:32][CH:28]4[C:26]([N:25]([CH2:33][CH3:34])[CH2:23][CH3:24])=[O:27])[N:3]=3)[NH:16][N:15]=2)[CH2:21][CH2:20][CH2:19][CH2:18]1, predict the reactants needed to synthesize it. The reactants are: Cl[C:2]1[N:3]=[C:4]([NH:11][C:12]2[NH:16][N:15]=[C:14]([CH:17]3[CH2:21][CH2:20][CH2:19][CH2:18]3)[CH:13]=2)[C:5]2[CH2:10][CH2:9][CH2:8][C:6]=2[N:7]=1.Cl.[CH2:23]([N:25]([CH2:33][CH3:34])[C:26]([CH:28]1[CH2:32][CH2:31][CH2:30][NH:29]1)=[O:27])[CH3:24].CC1(C)C2C(=C(P(C3C=CC=CC=3)C3C=CC=CC=3)C=CC=2)OC2C(P(C3C=CC=CC=3)C3C=CC=CC=3)=CC=CC1=2.C([O-])([O-])=O.[Cs+].[Cs+]. (3) The reactants are: [C:1]([C@@:3]1([CH:35]2[CH2:37][CH2:36]2)[CH2:7][CH2:6][N:5]([C:8]2[CH:13]=[CH:12][N:11]=[C:10]([NH:14][C:15]3[N:20]=[CH:19][C:18]([C:21]4[CH2:22][CH2:23][N:24]([C:27]([O:29]C(C)(C)C)=O)[CH2:25][CH:26]=4)=[CH:17][CH:16]=3)[CH:9]=2)[C:4]1=[O:34])#[N:2].[CH2:38](OC(=O)C)C.Cl. Given the product [C:27]([N:24]1[CH2:25][CH:26]=[C:21]([C:18]2[CH:19]=[N:20][C:15]([NH:14][C:10]3[CH:9]=[C:8]([N:5]4[CH2:6][CH2:7][C@:3]([CH:35]5[CH2:36][CH2:37]5)([C:1]#[N:2])[C:4]4=[O:34])[CH:13]=[CH:12][N:11]=3)=[CH:16][CH:17]=2)[CH2:22][CH2:23]1)(=[O:29])[CH3:38], predict the reactants needed to synthesize it. (4) Given the product [CH2:30]([O:29][C:22]([C:23]1[C:2]([CH3:1])=[C:3]([C:5]2[CH:10]=[CH:9][C:8]([Cl:11])=[CH:7][CH:6]=2)[N:39]([C:34]2[CH:35]=[CH:36][CH:37]=[CH:38][C:33]=2[Cl:32])[N:40]=1)=[O:28])[CH3:31], predict the reactants needed to synthesize it. The reactants are: [CH3:1][CH2:2][C:3]([C:5]1[CH:10]=[CH:9][C:8]([Cl:11])=[CH:7][CH:6]=1)=O.[Li]N([Si](C)(C)C)[Si](C)(C)C.[C:22]([O:29][CH2:30][CH3:31])(=[O:28])[C:23](OCC)=O.[Cl:32][C:33]1[CH:38]=[CH:37][CH:36]=[CH:35][C:34]=1[NH:39][NH2:40].OS(O)(=O)=O.C([O-])(O)=O.[Na+]. (5) Given the product [Cl:11][C:9]1[N:10]=[C:3]2[C:2]([C:17]3[CH:18]=[CH:19][CH:20]=[CH:21][C:16]=3[O:15][CH:12]([CH3:14])[CH3:13])=[CH:7][CH:6]=[CH:5][N:4]2[N:8]=1, predict the reactants needed to synthesize it. The reactants are: Br[C:2]1[C:3]2[N:4]([N:8]=[C:9]([Cl:11])[N:10]=2)[CH:5]=[CH:6][CH:7]=1.[CH:12]([O:15][C:16]1[CH:21]=[CH:20][CH:19]=[CH:18][C:17]=1B(O)O)([CH3:14])[CH3:13].C(OC(N1CCC2C=CC(N)=CC=2CC1)=O)(C)(C)C.C1(P(C2CCCCC2)C2C=CC=CC=2C2C=CC=CC=2P(C2CCCCC2)C2CCCCC2)CCCCC1. (6) Given the product [CH3:16][C:15]([CH3:36])([O:17][C:18]([NH:20][C@H:21]([CH2:26][C:27]1[CH:32]=[C:31]([F:33])[C:30]([F:34])=[CH:29][C:28]=1[F:35])[CH2:22][C:23]([N:9]1[CH2:8][CH2:7][N:6]2[CH:11]=[CH:3][N:4]=[C:5]2[CH2:10]1)=[O:24])=[O:19])[CH3:14], predict the reactants needed to synthesize it. The reactants are: FC(F)(F)[C:3]1[N:4]=[C:5]2[CH2:10][NH:9][CH2:8][CH2:7][N:6]2[CH:11]=1.[CH3:14][C:15]([CH3:36])([O:17][C:18]([NH:20][C@H:21]([CH2:26][C:27]1[CH:32]=[C:31]([F:33])[C:30]([F:34])=[CH:29][C:28]=1[F:35])[CH2:22][C:23](O)=[O:24])=[O:19])[CH3:16].C1C=CC2N(O)N=NC=2C=1.C(Cl)CCl. (7) The reactants are: [Cl:1][C:2]1[CH:7]=[CH:6][C:5]([C:8]2[C:14]3[C:15]([CH3:19])=[C:16]([CH3:18])[S:17][C:13]=3[N:12]3[C:20]([CH3:23])=[N:21][N:22]=[C:11]3[C@H:10]([CH2:24][C:25]([NH:27][CH2:28][CH2:29][CH2:30][N:31]3[CH2:36][CH2:35][N:34](C(OC(C)(C)C)=O)[CH2:33][CH2:32]3)=[O:26])[N:9]=2)=[CH:4][CH:3]=1.Cl. Given the product [Cl:1][C:2]1[CH:3]=[CH:4][C:5]([C:8]2[C:14]3[C:15]([CH3:19])=[C:16]([CH3:18])[S:17][C:13]=3[N:12]3[C:20]([CH3:23])=[N:21][N:22]=[C:11]3[C@H:10]([CH2:24][C:25]([NH:27][CH2:28][CH2:29][CH2:30][N:31]3[CH2:32][CH2:33][NH:34][CH2:35][CH2:36]3)=[O:26])[N:9]=2)=[CH:6][CH:7]=1, predict the reactants needed to synthesize it. (8) Given the product [F:15][C:16]([F:29])([F:30])[C:17]1[CH:18]=[C:19]([CH:22]=[C:23]([C:25]([F:28])([F:26])[F:27])[CH:24]=1)[CH2:20][NH:21][CH2:9][C:10]1[CH:11]=[C:3]([C:2]([F:14])([F:13])[F:1])[CH:4]=[CH:5][C:6]=1[CH2:7][OH:8], predict the reactants needed to synthesize it. The reactants are: [F:1][C:2]([F:14])([F:13])[C:3]1[CH:11]=[C:10]2[C:6]([CH2:7][O:8][CH:9]2O)=[CH:5][CH:4]=1.[F:15][C:16]([F:30])([F:29])[C:17]1[CH:18]=[C:19]([CH:22]=[C:23]([C:25]([F:28])([F:27])[F:26])[CH:24]=1)[CH2:20][NH2:21].C(O)(=O)C.C(=O)(O)[O-].[Na+]. (9) Given the product [Cl:13][C:5]1[C:4]2[C:9](=[CH:10][CH:11]=[C:2]([NH:19][CH2:18][C:17]3[CH:20]=[CH:21][CH:22]=[C:23]([O:24][CH3:25])[C:16]=3[O:15][CH3:14])[CH:3]=2)[C:8](=[O:12])[NH:7][N:6]=1, predict the reactants needed to synthesize it. The reactants are: Br[C:2]1[CH:3]=[C:4]2[C:9](=[CH:10][CH:11]=1)[C:8](=[O:12])[NH:7][N:6]=[C:5]2[Cl:13].[CH3:14][O:15][C:16]1[C:23]([O:24][CH3:25])=[CH:22][CH:21]=[CH:20][C:17]=1[CH2:18][NH2:19].C1C=CC(P(C2C(C3C(P(C4C=CC=CC=4)C4C=CC=CC=4)=CC=C4C=3C=CC=C4)=C3C(C=CC=C3)=CC=2)C2C=CC=CC=2)=CC=1.CC([O-])(C)C.[Na+]. (10) The reactants are: COC1C=CC(C[N:8](CC2C=CC(OC)=CC=2)[C:9]2[N:14]=[C:13]([CH3:15])[N:12]=[C:11]([C:16]3[CH:17]=[C:18]([C@@H:32]([N:34]4[CH2:39][CH2:38][N:37](C(OC(C)(C)C)=O)[CH2:36][C@@H:35]4[CH3:47])[CH3:33])[CH:19]=[N:20][C:21]=3[NH:22][C:23]3[CH:24]=[N:25][C:26]([O:30][CH3:31])=[C:27]([F:29])[CH:28]=3)[N:10]=2)=CC=1.C(O)(C(F)(F)F)=O.CCN(CC)CC.[CH3:73][S:74](Cl)(=[O:76])=[O:75]. Given the product [F:29][C:27]1[CH:28]=[C:23]([NH:22][C:21]2[C:16]([C:11]3[N:12]=[C:13]([CH3:15])[N:14]=[C:9]([NH2:8])[N:10]=3)=[CH:17][C:18]([C@@H:32]([N:34]3[CH2:39][CH2:38][N:37]([S:74]([CH3:73])(=[O:76])=[O:75])[CH2:36][C@@H:35]3[CH3:47])[CH3:33])=[CH:19][N:20]=2)[CH:24]=[N:25][C:26]=1[O:30][CH3:31], predict the reactants needed to synthesize it.